The task is: Predict which catalyst facilitates the given reaction.. This data is from Catalyst prediction with 721,799 reactions and 888 catalyst types from USPTO. (1) Reactant: [CH2:1]([O:3][C:4](=[O:25])[CH:5]([C:7]1[CH:12]=[CH:11][C:10]([NH:13][C:14]([O:16][CH:17]2[CH2:24][CH2:23][CH2:22][CH2:21][CH2:20][CH:19]=[CH:18]2)=[O:15])=[CH:9][CH:8]=1)[OH:6])[CH3:2].C(N(C(C)C)CC)(C)C.[CH2:35]1[C:40](=[O:41])[N:39]([O:42][C:43](ON2C(=O)CCC2=O)=[O:44])[C:37](=[O:38])[CH2:36]1. Product: [CH:17]1([O:16][C:14]([NH:13][C:10]2[CH:11]=[CH:12][C:7]([CH:5]([O:6][C:43]([O:42][N:39]3[C:40](=[O:41])[CH2:35][CH2:36][C:37]3=[O:38])=[O:44])[C:4]([O:3][CH2:1][CH3:2])=[O:25])=[CH:8][CH:9]=2)=[O:15])[CH2:24][CH2:23][CH2:22][CH2:21][CH2:20][CH:19]=[CH:18]1. The catalyst class is: 10. (2) Reactant: [Cl:1][C:2]1[CH:8]=[C:7]([O:9][C:10]2[C:19]3[C:14](=[CH:15][C:16]([O:22][CH3:23])=[C:17]([O:20][CH3:21])[CH:18]=3)[N:13]=[CH:12][N:11]=2)[CH:6]=[CH:5][C:3]=1[NH2:4].C(N(CC)CC)C.ClC(Cl)(O[C:35](=[O:41])OC(Cl)(Cl)Cl)Cl.[CH2:43]([N:47]([CH2:51][CH2:52][CH2:53][CH3:54])[CH2:48][CH2:49][NH2:50])[CH2:44][CH2:45][CH3:46]. Product: [Cl:1][C:2]1[CH:8]=[C:7]([O:9][C:10]2[C:19]3[C:14](=[CH:15][C:16]([O:22][CH3:23])=[C:17]([O:20][CH3:21])[CH:18]=3)[N:13]=[CH:12][N:11]=2)[CH:6]=[CH:5][C:3]=1[NH:4][C:35]([NH:50][CH2:49][CH2:48][N:47]([CH2:43][CH2:44][CH2:45][CH3:46])[CH2:51][CH2:52][CH2:53][CH3:54])=[O:41]. The catalyst class is: 146. (3) Reactant: [F:1][C:2]1[CH:3]=[C:4]([C@@H:8]2[CH2:12][NH:11][CH2:10][C@H:9]2[NH:13][C:14]([NH:16][C:17]2[N:21]([C:22]3[CH:27]=[CH:26][CH:25]=[CH:24][CH:23]=3)[N:20]=[C:19]3[CH2:28][CH2:29][CH2:30][C:18]=23)=[O:15])[CH:5]=[CH:6][CH:7]=1.Br[CH2:32][CH2:33][O:34][CH3:35].CCN(C(C)C)C(C)C. Product: [F:1][C:2]1[CH:3]=[C:4]([C@@H:8]2[CH2:12][N:11]([CH2:32][CH2:33][O:34][CH3:35])[CH2:10][C@H:9]2[NH:13][C:14]([NH:16][C:17]2[N:21]([C:22]3[CH:27]=[CH:26][CH:25]=[CH:24][CH:23]=3)[N:20]=[C:19]3[CH2:28][CH2:29][CH2:30][C:18]=23)=[O:15])[CH:5]=[CH:6][CH:7]=1. The catalyst class is: 3. (4) Reactant: [CH3:1][C:2]1[N:7]=[C:6]([SH:8])[N:5]=[C:4]([OH:9])[CH:3]=1.C(=O)([O-])[O-].[K+].[K+].Br[CH2:17][C:18]1[N:22]([CH3:23])[C:21]([CH3:24])=[N:20][CH:19]=1. Product: [CH3:23][N:22]1[C:18]([CH2:17][S:8][C:6]2[N:5]=[C:4]([OH:9])[CH:3]=[C:2]([CH3:1])[N:7]=2)=[CH:19][N:20]=[C:21]1[CH3:24]. The catalyst class is: 3. (5) Reactant: Cl[C:2]1[N:7]=[C:6]([NH:8][CH:9]2[CH2:23][CH:12]3[CH2:13][N:14]([C:16]([O:18][C:19]([CH3:22])([CH3:21])[CH3:20])=[O:17])[CH2:15][CH:11]3[CH2:10]2)[C:5]([Cl:24])=[CH:4][N:3]=1.Cl.[CH:26]1([C:29]2[NH:33][N:32]=[C:31]([NH2:34])[CH:30]=2)[CH2:28][CH2:27]1.C1C=CC(P(C2C(C3C(P(C4C=CC=CC=4)C4C=CC=CC=4)=CC=C4C=3C=CC=C4)=C3C(C=CC=C3)=CC=2)C2C=CC=CC=2)=CC=1.C([O-])([O-])=O.[Cs+].[Cs+]. The catalyst class is: 231. Product: [Cl:24][C:5]1[C:6]([NH:8][CH:9]2[CH2:23][CH:12]3[CH2:13][N:14]([C:16]([O:18][C:19]([CH3:22])([CH3:21])[CH3:20])=[O:17])[CH2:15][CH:11]3[CH2:10]2)=[N:7][C:2]([NH:34][C:31]2[CH:30]=[C:29]([CH:26]3[CH2:28][CH2:27]3)[NH:33][N:32]=2)=[N:3][CH:4]=1. (6) Reactant: [CH2:1]([N:3]1[C:8](=[O:9])[CH:7]=[CH:6][C:5]([C:10]2[S:14][C:13]([C:15](OCC)=[O:16])=[N:12][C:11]=2[C:20]2[CH:25]=[CH:24][CH:23]=[CH:22][CH:21]=2)=[N:4]1)[CH3:2].[CH:26]([NH2:29])([CH3:28])[CH3:27]. Product: [CH2:1]([N:3]1[C:8](=[O:9])[CH:7]=[CH:6][C:5]([C:10]2[S:14][C:13]([C:15]([NH:29][CH:26]([CH3:28])[CH3:27])=[O:16])=[N:12][C:11]=2[C:20]2[CH:25]=[CH:24][CH:23]=[CH:22][CH:21]=2)=[N:4]1)[CH3:2]. The catalyst class is: 7. (7) Reactant: C([O:8][CH2:9][CH2:10][CH2:11][N:12]1[C:20]2[C:15](=[CH:16][CH:17]=[CH:18][CH:19]=2)[C:14]2([C:24]3=[CH:25][C:26]4[O:30][CH2:29][O:28][C:27]=4[CH:31]=[C:23]3[O:22][CH2:21]2)[C:13]1=[O:32])C1C=CC=CC=1.[H][H]. Product: [OH:8][CH2:9][CH2:10][CH2:11][N:12]1[C:20]2[C:15](=[CH:16][CH:17]=[CH:18][CH:19]=2)[C:14]2([C:24]3=[CH:25][C:26]4[O:30][CH2:29][O:28][C:27]=4[CH:31]=[C:23]3[O:22][CH2:21]2)[C:13]1=[O:32]. The catalyst class is: 19.